From a dataset of Forward reaction prediction with 1.9M reactions from USPTO patents (1976-2016). Predict the product of the given reaction. (1) Given the reactants [Cl:1][C:2]1[C:3]([OH:12])=[N:4][CH:5]=[C:6]([CH:11]=1)[C:7]([O:9][CH3:10])=[O:8].I[CH:14]([CH3:16])[CH3:15].CCOC(C)=O.CCCCCCC, predict the reaction product. The product is: [Cl:1][C:2]1[C:3]([O:12][CH:14]([CH3:16])[CH3:15])=[N:4][CH:5]=[C:6]([CH:11]=1)[C:7]([O:9][CH3:10])=[O:8]. (2) Given the reactants Br[C:2]1[C:7]([CH3:8])=[C:6]([C:9]2[N:13]=[C:12]([C:14]3[CH:19]=[CH:18][C:17]([O:20][CH:21]([CH3:23])[CH3:22])=[C:16]([Cl:24])[CH:15]=3)[O:11][N:10]=2)[CH:5]=[CH:4][N:3]=1.Br[Zn][CH2:27][CH2:28][CH2:29][C:30]([O:32][CH2:33][CH3:34])=[O:31], predict the reaction product. The product is: [Cl:24][C:16]1[CH:15]=[C:14]([C:12]2[O:11][N:10]=[C:9]([C:6]3[CH:5]=[CH:4][N:3]=[C:2]([CH2:27][CH2:28][CH2:29][C:30]([O:32][CH2:33][CH3:34])=[O:31])[C:7]=3[CH3:8])[N:13]=2)[CH:19]=[CH:18][C:17]=1[O:20][CH:21]([CH3:23])[CH3:22].